Predict which catalyst facilitates the given reaction. From a dataset of Catalyst prediction with 721,799 reactions and 888 catalyst types from USPTO. (1) Reactant: [Br-].[CH:2]1([CH2:5][P+](C2C=CC=CC=2)(C2C=CC=CC=2)C2C=CC=CC=2)[CH2:4][CH2:3]1.C([Li])CCC.Cl[C:31]1[C:32]2[N:33]([CH:37]=[C:38]([C:40]3[CH:45]=[CH:44][C:43]([F:46])=[CH:42][C:41]=3[F:47])[N:39]=2)[CH:34]=[CH:35][N:36]=1.C([O-])([O-])=O.[Na+].[Na+]. Product: [CH:2]1([CH2:5][C:31]2[C:32]3[N:33]([CH:37]=[C:38]([C:40]4[CH:45]=[CH:44][C:43]([F:46])=[CH:42][C:41]=4[F:47])[N:39]=3)[CH:34]=[CH:35][N:36]=2)[CH2:4][CH2:3]1. The catalyst class is: 149. (2) Product: [CH3:1][C@H:2]1[NH:7][CH2:6][C@@H:5]([C:18]([OH:20])=[O:19])[CH2:4][CH2:3]1. The catalyst class is: 12. Reactant: [CH3:1][C@H:2]1[N:7](C(OCC2C=CC=CC=2)=O)[CH2:6][C@@H:5]([C:18]([O:20]C)=[O:19])[CH2:4][CH2:3]1.Cl. (3) Reactant: [NH2:1][CH:2]([CH2:12][C:13]1[CH:18]=[CH:17][C:16]([F:19])=[CH:15][CH:14]=1)[CH:3]([C:5]1[CH:10]=[CH:9][C:8]([F:11])=[CH:7][CH:6]=1)[OH:4].[C:20]1([C:30](Cl)=[O:31])[C:29]2[C:24](=[CH:25][CH:26]=[CH:27][CH:28]=2)[CH:23]=[CH:22][CH:21]=1.C(=O)([O-])O.[Na+]. Product: [F:11][C:8]1[CH:7]=[CH:6][C:5]([CH:3]([OH:4])[CH:2]([NH:1][C:30]([C:20]2[C:29]3[C:24](=[CH:25][CH:26]=[CH:27][CH:28]=3)[CH:23]=[CH:22][CH:21]=2)=[O:31])[CH2:12][C:13]2[CH:14]=[CH:15][C:16]([F:19])=[CH:17][CH:18]=2)=[CH:10][CH:9]=1. The catalyst class is: 84. (4) Reactant: [CH2:1]([O:3][C:4]([C@H:6]1[CH2:11][CH2:10][CH2:9][N:8]([CH2:12][C@@H:13]([O:22][Si:23]([C:26]([CH3:29])([CH3:28])[CH3:27])([CH3:25])[CH3:24])[C:14]2[CH:19]=[CH:18][C:17]([C:20]#[N:21])=[CH:16][CH:15]=2)[CH2:7]1)=[O:5])[CH3:2].[NH2:30][OH:31]. Product: [Si:23]([O:22][C@@H:13]([C:14]1[CH:15]=[CH:16][C:17](/[C:20](=[N:30]/[OH:31])/[NH2:21])=[CH:18][CH:19]=1)[CH2:12][N:8]1[CH2:9][CH2:10][CH2:11][C@H:6]([C:4]([O:3][CH2:1][CH3:2])=[O:5])[CH2:7]1)([C:26]([CH3:28])([CH3:27])[CH3:29])([CH3:25])[CH3:24]. The catalyst class is: 14. (5) Reactant: [ClH:1].[OH:2][CH:3]([CH2:18][O:19][C:20]1[CH:25]=[CH:24][CH:23]=[CH:22][CH:21]=1)[CH2:4][NH:5][C:6]([CH3:17])([CH3:16])[CH2:7][C:8]1[CH:13]=[CH:12][C:11]([O:14][CH3:15])=[CH:10][CH:9]=1.Cl. Product: [ClH:1].[OH:2][CH:3]([CH2:18][O:19][C:20]1[CH:21]=[CH:22][C:23]2[C:24](=[CH:16][CH:6]=[CH:7][CH:8]=2)[CH:25]=1)[CH2:4][NH:5][C:6]([CH3:17])([CH3:16])[CH2:7][C:8]1[CH:13]=[CH:12][C:11]([O:14][CH3:15])=[CH:10][CH:9]=1. The catalyst class is: 27. (6) Reactant: [NH2:1][OH:2].[CH2:3]([N:5]([CH2:22][CH3:23])[C:6]1[N:10]([C:11]2[CH:16]=[CH:15][C:14]([OH:17])=[CH:13][CH:12]=2)[N:9]=[C:8]([CH2:18][CH3:19])[C:7]=1[C:20]#[N:21])[CH3:4]. Product: [CH2:22]([N:5]([CH2:3][CH3:4])[C:6]1[N:10]([C:11]2[CH:16]=[CH:15][C:14]([OH:17])=[CH:13][CH:12]=2)[N:9]=[C:8]([CH2:18][CH3:19])[C:7]=1/[C:20](=[N:1]/[OH:2])/[NH2:21])[CH3:23]. The catalyst class is: 16.